From a dataset of Forward reaction prediction with 1.9M reactions from USPTO patents (1976-2016). Predict the product of the given reaction. (1) Given the reactants FC(F)(F)C(O)=O.C(OC([N:15]1[CH2:20][CH2:19][CH:18]([CH2:21][NH:22][C:23]([C:25]2[C:33]3[N:32]=[C:31]([CH:34]([CH3:36])[CH3:35])[NH:30][C:29]=3[CH:28]=[CH:27][CH:26]=2)=[O:24])[CH2:17][CH2:16]1)=O)(C)(C)C.C(N(CC)CC)C.C(O)(=O)C, predict the reaction product. The product is: [NH:15]1[CH2:20][CH2:19][CH:18]([CH2:21][NH:22][C:23]([C:25]2[C:33]3[N:32]=[C:31]([CH:34]([CH3:36])[CH3:35])[NH:30][C:29]=3[CH:28]=[CH:27][CH:26]=2)=[O:24])[CH2:17][CH2:16]1. (2) The product is: [C:1]([O:5][C:6]([NH:8][C@@H:9]1[C@H:14]([NH:15][C:16]2[N:21]=[C:20]([C:42]3[S:43][C:39]4[C:38]([CH3:57])=[N:37][N:36]([CH3:35])[C:40]=4[CH:41]=3)[C:19]3[C:23](=[O:33])[N:24]([C:26]([O:28][C:29]([CH3:32])([CH3:31])[CH3:30])=[O:27])[CH2:25][C:18]=3[C:17]=2[F:34])[CH2:13][CH2:12][O:11][CH2:10]1)=[O:7])([CH3:4])([CH3:3])[CH3:2]. Given the reactants [C:1]([O:5][C:6]([NH:8][C@@H:9]1[C@H:14]([NH:15][C:16]2[N:21]=[C:20](Cl)[C:19]3[C:23](=[O:33])[N:24]([C:26]([O:28][C:29]([CH3:32])([CH3:31])[CH3:30])=[O:27])[CH2:25][C:18]=3[C:17]=2[F:34])[CH2:13][CH2:12][O:11][CH2:10]1)=[O:7])([CH3:4])([CH3:3])[CH3:2].[CH3:35][N:36]1[C:40]2[CH:41]=[C:42]([Sn](CCCC)(CCCC)CCCC)[S:43][C:39]=2[C:38]([CH3:57])=[N:37]1, predict the reaction product. (3) Given the reactants [F:1][C:2]1[CH:3]=[C:4]([NH2:16])[C:5]([NH2:15])=[CH:6][C:7]=1[N:8]1[CH2:13][CH2:12][N:11]([CH3:14])[CH2:10][CH2:9]1.C(N(CC)CC)C.C1[C:36]2[C:35](=[O:37])[C:34]3C(=CC=CC=3)C=2C(C(Cl)=O)=CC=1, predict the reaction product. The product is: [CH:35]([O:37][CH:6]([CH3:5])[CH3:7])([CH3:36])[CH3:34].[NH2:16][C:4]1[CH:3]=[C:2]([F:1])[C:7]([N:8]2[CH2:13][CH2:12][N:11]([CH3:14])[CH2:10][CH2:9]2)=[CH:6][C:5]=1[NH-:15].